Dataset: Full USPTO retrosynthesis dataset with 1.9M reactions from patents (1976-2016). Task: Predict the reactants needed to synthesize the given product. (1) Given the product [CH2:23]([Si:32]([Cl:34])([Cl:33])[Cl:31])[CH2:24][CH2:25][CH2:26][CH2:27][CH2:28][CH2:29][CH3:30], predict the reactants needed to synthesize it. The reactants are: [Cl-].C([P+](CCCC)(CCCC)CCCC)C1C=CC=CC=1.Cl[CH2:23][CH2:24][CH2:25][CH2:26][CH2:27][CH2:28][CH2:29][CH3:30].[Cl:31][SiH:32]([Cl:34])[Cl:33]. (2) Given the product [CH:11]([C:8]1[C:6]2=[N:7][C:2]([C:19]3[CH:20]=[CH:21][C:16]([C:15]([F:26])([F:25])[F:14])=[CH:17][CH:18]=3)=[CH:3][CH:4]=[C:5]2[NH:10][CH:9]=1)([CH3:13])[CH3:12], predict the reactants needed to synthesize it. The reactants are: Cl[C:2]1[N:7]=[C:6]2[C:8]([CH:11]([CH3:13])[CH3:12])=[CH:9][NH:10][C:5]2=[CH:4][CH:3]=1.[F:14][C:15]([F:26])([F:25])[C:16]1[CH:21]=[CH:20][C:19](B(O)O)=[CH:18][CH:17]=1.C(=O)([O-])[O-].[Na+].[Na+]. (3) The reactants are: [F:1][C:2]1[CH:23]=[CH:22][CH:21]=[C:20]([F:24])[C:3]=1[CH2:4][O:5][C:6]1[N:11]2[N:12]=[C:13]([CH3:18])[C:14]([C:15]([OH:17])=O)=[C:10]2[CH:9]=[C:8]([CH3:19])[CH:7]=1.[N:25]1([NH2:31])[CH2:30][CH2:29][O:28][CH2:27][CH2:26]1.CN(C(ON1N=NC2C=CC=NC1=2)=[N+](C)C)C.F[P-](F)(F)(F)(F)F.CN1CCOCC1. Given the product [F:1][C:2]1[CH:23]=[CH:22][CH:21]=[C:20]([F:24])[C:3]=1[CH2:4][O:5][C:6]1[N:11]2[N:12]=[C:13]([CH3:18])[C:14]([C:15]([NH:31][N:25]3[CH2:30][CH2:29][O:28][CH2:27][CH2:26]3)=[O:17])=[C:10]2[CH:9]=[C:8]([CH3:19])[CH:7]=1, predict the reactants needed to synthesize it. (4) The reactants are: [NH2:1][C:2]1[NH:3][C:4](=[O:37])[C:5]2[N:6]=[CH:7][N:8]([C@H:11]3[C@H:15]([OH:16])[C@H:14]([O:17]CC4C=CC=CC=4)[C@:13]([CH2:28][O:29]CC4C=CC=CC=4)([CH:25]([F:27])[F:26])[O:12]3)[C:9]=2[N:10]=1. Given the product [NH2:1][C:2]1[NH:3][C:4](=[O:37])[C:5]2[N:6]=[CH:7][N:8]([C@H:11]3[C@H:15]([OH:16])[C@H:14]([OH:17])[C@@:13]([CH:25]([F:27])[F:26])([CH2:28][OH:29])[O:12]3)[C:9]=2[N:10]=1, predict the reactants needed to synthesize it. (5) Given the product [C:10]1([C:2]2[N:3]=[C:4]([CH2:7][CH2:8][CH3:9])[NH:5][CH:6]=2)[CH:15]=[CH:14][CH:13]=[CH:12][CH:11]=1, predict the reactants needed to synthesize it. The reactants are: I[C:2]1[N:3]=[C:4]([CH2:7][CH2:8][CH3:9])[NH:5][CH:6]=1.[C:10]1(B(O)O)[CH:15]=[CH:14][CH:13]=[CH:12][CH:11]=1.C(=O)([O-])[O-].[Na+].[Na+]. (6) Given the product [Br:3][C:4]1[N:5]=[C:6]([O:11][CH2:12][CH:13]2[CH2:14][CH2:15][CH2:16]2)[C:7]([N:10]2[CH2:21][CH2:20][CH2:19][CH2:18]2)=[N:8][CH:9]=1, predict the reactants needed to synthesize it. The reactants are: [H-].[Na+].[Br:3][C:4]1[N:5]=[C:6]([O:11][CH2:12][CH:13]2[CH2:16][CH2:15][CH2:14]2)[C:7]([NH2:10])=[N:8][CH:9]=1.Br[CH2:18][CH2:19][CH2:20][CH2:21]Cl. (7) Given the product [S:1]([N:11]1[CH:15]=[CH:14][N:13]=[C:12]1[CH:16]=[CH:41][C:39]([O:38][CH3:42])=[O:40])([C:4]1[CH:5]=[CH:6][C:7]([CH3:8])=[CH:9][CH:10]=1)(=[O:2])=[O:3], predict the reactants needed to synthesize it. The reactants are: [S:1]([N:11]1[CH:15]=[CH:14][N:13]=[C:12]1[CH:16]=O)([C:4]1[CH:10]=[CH:9][C:7]([CH3:8])=[CH:6][CH:5]=1)(=[O:3])=[O:2].CC1C([P+]([O:38][C:39]([CH3:41])=[O:40])(C2C=CC=CC=2)C2C=CC=CC=2)=CC=CC=1.[CH2:42]1COCC1. (8) Given the product [I:21][C:8]1[CH:7]=[C:6]([C:11]2[CH:16]=[CH:15][CH:14]=[CH:13][C:12]=2[C:17]([F:18])([F:19])[F:20])[CH:5]=[C:4]([N+:1]([O-:3])=[O:2])[C:9]=1[NH2:10], predict the reactants needed to synthesize it. The reactants are: [N+:1]([C:4]1[CH:5]=[C:6]([C:11]2[CH:16]=[CH:15][CH:14]=[CH:13][C:12]=2[C:17]([F:20])([F:19])[F:18])[CH:7]=[CH:8][C:9]=1[NH2:10])([O-:3])=[O:2].[I:21]I. (9) Given the product [F:1][C:2]1[CH:3]=[CH:4][C:5]([CH2:12][C:13]([OH:15])=[O:14])=[C:6]2[C:11]=1[CH:10]=[N:9][CH:8]=[CH:7]2, predict the reactants needed to synthesize it. The reactants are: [F:1][C:2]1[CH:3]=[CH:4][C:5]([CH2:12][C:13]([O:15]C(C)(C)C)=[O:14])=[C:6]2[C:11]=1[CH:10]=[N:9][CH:8]=[CH:7]2.C(O)=O.